This data is from Cav3 T-type calcium channel HTS with 100,875 compounds. The task is: Binary Classification. Given a drug SMILES string, predict its activity (active/inactive) in a high-throughput screening assay against a specified biological target. (1) The molecule is O1CCN(Cc2[nH]c(=O)[nH]c2C(=O)CCCCC(OCC)=O)CC1. The result is 0 (inactive). (2) The result is 0 (inactive). The molecule is Clc1c(c(Nc2nc(nc(n2)N)CSCCO)ccc1)C. (3) The molecule is O=C(NC1CCCCC1)c1c(NC(=O)CC)cccc1. The result is 0 (inactive). (4) The molecule is O=C(N1CCN(CC1)C(=O)COc1ccc(OC)cc1)Cc1ccccc1. The result is 0 (inactive). (5) The compound is S(=O)(=O)(NCCCN1CCOCC1)c1c2c3c(n(c(=O)c3ccc2)CC)cc1. The result is 0 (inactive). (6) The molecule is S(=O)(=O)(n1cc(nc1)C)c1cc(C(C)C)c(cc1OC)C. The result is 1 (active).